The task is: Predict which catalyst facilitates the given reaction.. This data is from Catalyst prediction with 721,799 reactions and 888 catalyst types from USPTO. (1) Reactant: [C:1]([C:3]([CH2:11][CH2:12][O:13][CH3:14])([CH2:7][CH2:8][O:9][CH3:10])C(O)=O)#[N:2].C1C=CC(P(N=[N+]=[N-])(C2C=CC=CC=2)=[O:22])=CC=1.C([N:34]([CH2:37]C)CC)C.[C:39]([OH:43])([CH3:42])([CH3:41])[CH3:40]. Product: [C:1]([C:3]([NH:34][C:37](=[O:22])[O:43][C:39]([CH3:42])([CH3:41])[CH3:40])([CH2:7][CH2:8][O:9][CH3:10])[CH2:11][CH2:12][O:13][CH3:14])#[N:2]. The catalyst class is: 7. (2) Reactant: C(O)(=[O:9])C(CCC)CCC.[O-]CC.[Mg+2:14].[O-]CC.C(#N)C.[C:21]([O-:30])(=[O:29])[CH:22]([CH2:26][CH2:27][CH3:28])[CH2:23][CH2:24][CH3:25].[Mg+2].[C:32]([O-:41])(=[O:40])[CH:33]([CH2:37][CH2:38][CH3:39])[CH2:34][CH2:35][CH3:36]. Product: [OH2:9].[C:21]([O-:30])(=[O:29])[CH:22]([CH2:26][CH2:27][CH3:28])[CH2:23][CH2:24][CH3:25].[Mg+2:14].[C:32]([O-:41])(=[O:40])[CH:33]([CH2:37][CH2:38][CH3:39])[CH2:34][CH2:35][CH3:36]. The catalyst class is: 8. (3) Reactant: [Si]([O:8][C@H:9]1[CH2:13][CH2:12][N:11]([CH2:14][C@@H:15]([N:27](C)[C:28](=O)OCC2C=CC=CC=2)[C:16]2[CH:21]=[CH:20][CH:19]=[C:18]([C:22]3[N:26]=[CH:25][O:24][N:23]=3)[CH:17]=2)[CH2:10]1)(C(C)(C)C)(C)C. The catalyst class is: 33. Product: [O:24]1[CH:25]=[N:26][C:22]([C:18]2[CH:17]=[C:16]([CH:15]([NH:27][CH3:28])[CH2:14][N:11]3[CH2:12][CH2:13][C@H:9]([OH:8])[CH2:10]3)[CH:21]=[CH:20][CH:19]=2)=[N:23]1. (4) Reactant: [N:1]1[CH:6]=[C:5]([C:7]([NH:9][C:10]2([C:13]([OH:15])=O)[CH2:12][CH2:11]2)=[O:8])[CH:4]=[N:3][CH:2]=1.CN(C(ON1N=NC2C=CC=CC1=2)=[N+](C)C)C.[B-](F)(F)(F)F.CN1CCOCC1.[NH2:45][CH2:46][C:47]1[N:52]=[CH:51][C:50]([NH:53][C:54]2[CH:63]=[CH:62][C:57]([C:58]([O:60][CH3:61])=[O:59])=[CH:56][C:55]=2[C:64]([F:67])([F:66])[F:65])=[CH:49][CH:48]=1. Product: [N:3]1[CH:4]=[C:5]([C:7]([NH:9][C:10]2([C:13]([NH:45][CH2:46][C:47]3[N:52]=[CH:51][C:50]([NH:53][C:54]4[CH:63]=[CH:62][C:57]([C:58]([O:60][CH3:61])=[O:59])=[CH:56][C:55]=4[C:64]([F:67])([F:65])[F:66])=[CH:49][CH:48]=3)=[O:15])[CH2:11][CH2:12]2)=[O:8])[CH:6]=[N:1][CH:2]=1. The catalyst class is: 3. (5) Reactant: C[O:2][C:3]1[CH:12]=[CH:11][C:10]2[C:5](=[CH:6][C:7]([C:13]3[CH:18]=[CH:17][CH:16]=[CH:15][CH:14]=3)=[CH:8][CH:9]=2)[CH:4]=1.Cl.N1C=CC=CC=1. Product: [C:13]1([C:7]2[CH:6]=[C:5]3[C:10]([CH:11]=[CH:12][C:3]([OH:2])=[CH:4]3)=[CH:9][CH:8]=2)[CH:18]=[CH:17][CH:16]=[CH:15][CH:14]=1. The catalyst class is: 2. (6) Reactant: C[O:2][C:3](=O)[C@@H:4]1[CH2:8][C@@H:7]([OH:9])[CH2:6][N:5]1[C:10]([O:12][C:13]([CH3:16])([CH3:15])[CH3:14])=[O:11].S(C)C.CO.C(Cl)(Cl)Cl. Product: [C:13]([O:12][C:10]([N:5]1[CH2:6][CH:7]([OH:9])[CH2:8][CH:4]1[CH2:3][OH:2])=[O:11])([CH3:16])([CH3:15])[CH3:14]. The catalyst class is: 1. (7) Reactant: [Li][N:2]([C:8]1[CH:17]=[CH:16][C:15]2[C:10](=[CH:11][CH:12]=[CH:13][CH:14]=2)[CH:9]=1)[C:3]([C:5]([O-:7])=O)=[O:4].N[CH2:19][CH2:20][O:21][CH:22]1[CH2:27][CH2:26][CH:25]([NH:28][C:29]2[CH:34]=[CH:33][C:32]([N+:35]([O-:37])=[O:36])=[C:31]([C:38]([F:41])([F:40])[F:39])[CH:30]=2)[CH2:24][CH2:23]1.CC[N:44]=C=NCCCN(C)C.Cl.C1C=CC2N(O)N=NC=2C=1.C(N(CC)CC)C. Product: [CH:9]1[C:10]2[C:15](=[CH:14][CH:13]=[CH:12][CH:11]=2)[CH:16]=[CH:17][C:8]=1[N:2]([CH2:19][CH2:20][O:21][CH:22]1[CH2:27][CH2:26][CH:25]([NH:28][C:29]2[CH:34]=[CH:33][C:32]([N+:35]([O-:37])=[O:36])=[C:31]([C:38]([F:39])([F:40])[F:41])[CH:30]=2)[CH2:24][CH2:23]1)[C:3](=[O:4])[C:5]([NH2:44])=[O:7]. The catalyst class is: 42. (8) Reactant: O[C:2]1[NH:3][C:4]2[C:10]([CH3:11])=[CH:9][CH:8]=[CH:7][C:5]=2[N:6]=1.P(Cl)(Cl)([Cl:14])=O.N. Product: [Cl:14][C:2]1[NH:3][C:4]2[C:10]([CH3:11])=[CH:9][CH:8]=[CH:7][C:5]=2[N:6]=1. The catalyst class is: 6.